This data is from Full USPTO retrosynthesis dataset with 1.9M reactions from patents (1976-2016). The task is: Predict the reactants needed to synthesize the given product. Given the product [CH3:1][C:2]1[CH:11]=[CH:10][C:5]([C:6]([OH:8])=[O:7])=[CH:4][C:3]=1[N:12]1[C:21](=[O:22])[C:20]2[C:15](=[CH:16][CH:17]=[C:18]([N:23]3[CH2:24][CH2:25][N:26]([CH2:29][CH3:30])[CH2:27][CH2:28]3)[CH:19]=2)[N:14]=[CH:13]1, predict the reactants needed to synthesize it. The reactants are: [CH3:1][C:2]1[CH:11]=[CH:10][C:5]([C:6]([O:8]C)=[O:7])=[CH:4][C:3]=1[N:12]1[C:21](=[O:22])[C:20]2[C:15](=[CH:16][CH:17]=[C:18]([N:23]3[CH2:28][CH2:27][N:26]([CH2:29][CH3:30])[CH2:25][CH2:24]3)[CH:19]=2)[N:14]=[CH:13]1.[OH-].[Na+].